From a dataset of Catalyst prediction with 721,799 reactions and 888 catalyst types from USPTO. Predict which catalyst facilitates the given reaction. (1) Reactant: [Br:1][C:2]1[CH:7]=[CH:6][C:5]([N:8]2[C:12](=[O:13])[NH:11][N:10]=[CH:9]2)=[C:4]([F:14])[CH:3]=1.[H-].[Na+].Cl.Cl[CH2:19][CH2:20][N:21]([CH2:24][CH3:25])[CH2:22][CH3:23]. Product: [Br:1][C:2]1[CH:7]=[CH:6][C:5]([N:8]2[C:12](=[O:13])[N:11]([CH2:19][CH2:20][N:21]([CH2:24][CH3:25])[CH2:22][CH3:23])[N:10]=[CH:9]2)=[C:4]([F:14])[CH:3]=1. The catalyst class is: 9. (2) Reactant: [H-].[Al+3].[Li+].[H-].[H-].[H-].[CH3:7][O:8][C:9]1[CH:31]=[C:30]([O:32][CH3:33])[CH:29]=[CH:28][C:10]=1[CH2:11][N:12]1[C:25](=O)[CH:24]([CH3:27])[N:15]2[CH2:16][C:17]3[CH:18]=[CH:19][CH:20]=[CH:21][C:22]=3[CH2:23][C@@H:14]2[CH2:13]1. Product: [CH3:7][O:8][C:9]1[CH:31]=[C:30]([O:32][CH3:33])[CH:29]=[CH:28][C:10]=1[CH2:11][N:12]1[CH2:25][CH:24]([CH3:27])[N:15]2[CH2:16][C:17]3[CH:18]=[CH:19][CH:20]=[CH:21][C:22]=3[CH2:23][C@@H:14]2[CH2:13]1. The catalyst class is: 1. (3) The catalyst class is: 10. Reactant: [Cl:1][C:2]1[C:7]([F:8])=[CH:6][CH:5]=[C:4]([Cl:9])[C:3]=1[CH:10]([O:12][C:13]1[C:14]([NH2:19])=[N:15][CH:16]=[CH:17][CH:18]=1)[CH3:11].[Br:20]N1C(=O)CCC1=O. Product: [Br:20][C:17]1[CH:18]=[C:13]([O:12][CH:10]([C:3]2[C:4]([Cl:9])=[CH:5][CH:6]=[C:7]([F:8])[C:2]=2[Cl:1])[CH3:11])[C:14]([NH2:19])=[N:15][CH:16]=1. (4) Reactant: S(=O)(=O)(O)O.COC(C1C=CC2C(=CC=CC=2)C=1C1C2C(C(C3C4C(=CC=CC=4)C=CC=3C(OC)=O)=C3C=1C=CC=C3)=CC=CC=2)=O.C(Cl)(Cl)Cl.[CH:52]1[C:57]2=[C:58]3[C:75](=[CH:76][CH:77]=[C:56]2[CH:55]=[CH:54][CH:53]=1)[C:74](=[O:78])[C:73]1[C:60]2[C:61]4[C:70](=[CH:71][CH:72]=1)[C:69](=[O:79])[C:68]1[C:63](=[C:64]5[CH:83]=[CH:82][CH:81]=[CH:80][C:65]5=[CH:66][CH:67]=1)[C:62]=4[C:84]1[CH:85]=[CH:86][CH:87]=[CH:88][C:89]=1[C:59]3=2. Product: [CH:76]1[C:75]2[C:74](=[O:78])[C:73]3[C:60]4[C:59]([C:58]=2[C:57]2[C:56](=[CH:55][CH:54]=[CH:53][CH:52]=2)[CH:77]=1)=[C:89]1[C:84]2[C:85](=[CH:86][CH:87]=[CH:88]1)[C:69](=[O:79])[C:68]1[CH:67]=[CH:66][C:65]5[C:64]([C:63]=1[C:62]=2[C:61]=4[CH:70]=[CH:71][CH:72]=3)=[CH:83][CH:82]=[CH:81][CH:80]=5. The catalyst class is: 6. (5) Reactant: [H-].[Na+].CCCC(C)C.[Br:9][C:10]1[CH:11]=[C:12]([C:15]([O:17][CH2:18][CH3:19])=[O:16])[NH:13][CH:14]=1.Br[CH2:21][C:22]1[CH:27]=[C:26]([Cl:28])[CH:25]=[CH:24][C:23]=1[N+:29]([O-:31])=[O:30]. The catalyst class is: 80. Product: [Br:9][C:10]1[CH:11]=[C:12]([C:15]([O:17][CH2:18][CH3:19])=[O:16])[N:13]([CH2:21][C:22]2[CH:27]=[C:26]([Cl:28])[CH:25]=[CH:24][C:23]=2[N+:29]([O-:31])=[O:30])[CH:14]=1. (6) Product: [ClH:42].[F:41][C:15]1[CH:16]=[C:17]([C:19]2[N:23]=[C:22]([C:24]3[CH:29]=[CH:28][C:27]([C:30]4[CH:35]=[CH:34][CH:33]=[CH:32][C:31]=4[CH3:36])=[C:26]([C:37]([F:38])([F:40])[F:39])[CH:25]=3)[O:21][N:20]=2)[CH:18]=[C:2]([F:1])[C:3]=1[CH2:4][N:5]([CH3:14])[CH2:6][C:7]([OH:9])=[O:8]. Reactant: [F:1][C:2]1[CH:18]=[C:17]([C:19]2[N:23]=[C:22]([C:24]3[CH:29]=[CH:28][C:27]([C:30]4[CH:35]=[CH:34][CH:33]=[CH:32][C:31]=4[CH3:36])=[C:26]([C:37]([F:40])([F:39])[F:38])[CH:25]=3)[O:21][N:20]=2)[CH:16]=[C:15]([F:41])[C:3]=1[CH2:4][N:5]([CH3:14])[CH2:6][C:7]([O:9]C(C)(C)C)=[O:8].[ClH:42]. The catalyst class is: 12. (7) Reactant: [NH2:1][CH2:2][C:3]1[CH:28]=[CH:27][CH:26]=[CH:25][C:4]=1[CH2:5][O:6][C:7]1[CH:12]=[C:11]([CH3:13])[N:10]([CH2:14][C:15]2[CH:20]=[CH:19][C:18]([O:21][CH3:22])=[CH:17][CH:16]=2)[C:9](=[O:23])[C:8]=1[Br:24].C(N(CC)CC)C.[C:36]([C:40]1[CH:44]=[C:43]([NH:45][C:46](=O)[O:47]C2C=CC([N+]([O-])=O)=CC=2)[N:42]([C:58]2[CH:63]=[CH:62][CH:61]=[C:60]([F:64])[CH:59]=2)[N:41]=1)([CH3:39])([CH3:38])[CH3:37]. Product: [Br:24][C:8]1[C:9](=[O:23])[N:10]([CH2:14][C:15]2[CH:20]=[CH:19][C:18]([O:21][CH3:22])=[CH:17][CH:16]=2)[C:11]([CH3:13])=[CH:12][C:7]=1[O:6][CH2:5][C:4]1[CH:25]=[CH:26][CH:27]=[CH:28][C:3]=1[CH2:2][NH:1][C:46]([NH:45][C:43]1[N:42]([C:58]2[CH:63]=[CH:62][CH:61]=[C:60]([F:64])[CH:59]=2)[N:41]=[C:40]([C:36]([CH3:39])([CH3:38])[CH3:37])[CH:44]=1)=[O:47]. The catalyst class is: 2. (8) Reactant: [F:1][C:2]1[CH:20]=[CH:19][C:18]([F:21])=[CH:17][C:3]=1[O:4][C:5]1[CH:6]=[CH:7][C:8]2[N:12]=[C:11]([CH2:13][OH:14])[N:10]([CH3:15])[C:9]=2[CH:16]=1.O[C:23]1[CH:24]=[C:25]([CH:30]=[CH:31][CH:32]=1)[C:26]([O:28][CH3:29])=[O:27].C(P(CCCC)CCCC)CCC.N(C(N1CCCCC1)=O)=NC(N1CCCCC1)=O. Product: [F:1][C:2]1[CH:20]=[CH:19][C:18]([F:21])=[CH:17][C:3]=1[O:4][C:5]1[CH:6]=[CH:7][C:8]2[N:12]=[C:11]([CH2:13][O:14][C:23]3[CH:24]=[C:25]([CH:30]=[CH:31][CH:32]=3)[C:26]([O:28][CH3:29])=[O:27])[N:10]([CH3:15])[C:9]=2[CH:16]=1. The catalyst class is: 4. (9) Reactant: [N:1]1[CH:6]=[CH:5][C:4]([CH3:7])=[CH:3][CH:2]=1.[CH2:8]([Br:15])[C:9]1[CH:14]=[CH:13][CH:12]=[CH:11][CH:10]=1. Product: [Br-:15].[CH2:8]([N+:1]1[CH:6]=[CH:5][C:4]([CH3:7])=[CH:3][CH:2]=1)[C:9]1[CH:14]=[CH:13][CH:12]=[CH:11][CH:10]=1. The catalyst class is: 11. (10) Reactant: [CH3:1][N:2]([CH3:51])[CH2:3][C:4]([N:6]1[C:15]2[C:10](=[CH:11][C:12]([O:49][CH3:50])=[C:13]([NH:16][C:17]3[N:18]=[C:19]([NH:36][C:37]4[C:42]([C:43]([NH:45][CH3:46])=[O:44])=[C:41]([F:47])[C:40]([F:48])=[CH:39][CH:38]=4)[C:20]4[CH:25]=[CH:24][N:23](S(C5C=CC(C)=CC=5)(=O)=O)[C:21]=4[N:22]=3)[CH:14]=2)[CH2:9][CH2:8][CH2:7]1)=[O:5].O.[OH-].[Na+]. Product: [CH3:51][N:2]([CH3:1])[CH2:3][C:4]([N:6]1[C:15]2[C:10](=[CH:11][C:12]([O:49][CH3:50])=[C:13]([NH:16][C:17]3[NH:22][C:21]4=[N:23][CH:24]=[CH:25][C:20]4=[C:19]([NH:36][C:37]4[C:42]([C:43]([NH:45][CH3:46])=[O:44])=[C:41]([F:47])[C:40]([F:48])=[CH:39][CH:38]=4)[N:18]=3)[CH:14]=2)[CH2:9][CH2:8][CH2:7]1)=[O:5]. The catalyst class is: 155.